The task is: Predict the reactants needed to synthesize the given product.. This data is from Full USPTO retrosynthesis dataset with 1.9M reactions from patents (1976-2016). (1) Given the product [N:24]1([C:23]2[C:6]3[C:5]4[CH:4]=[C:3]([C:1]#[N:2])[N:11]=[CH:10][C:9]=4[N:8]([CH2:12][O:13][CH2:14][CH2:15][Si:16]([CH3:19])([CH3:18])[CH3:17])[C:7]=3[N:20]=[CH:21][CH:22]=2)[CH2:29][CH2:28][NH:27][CH2:26][CH2:25]1, predict the reactants needed to synthesize it. The reactants are: [C:1]([C:3]1[N:11]=[CH:10][C:9]2[N:8]([CH2:12][O:13][CH2:14][CH2:15][Si:16]([CH3:19])([CH3:18])[CH3:17])[C:7]3[N:20]=[CH:21][CH:22]=[C:23]([N:24]4[CH2:29][CH2:28][N:27](C(OC(C)(C)C)=O)[CH2:26][CH2:25]4)[C:6]=3[C:5]=2[CH:4]=1)#[N:2].FC(F)(F)C(O)=O. (2) Given the product [CH3:6][C:7]([CH3:10])([O-:9])[CH3:8].[K+:11].[CH3:20][N:21]([CH3:27])[CH2:22][CH2:23][N:24]([CH3:26])[CH3:25], predict the reactants needed to synthesize it. The reactants are: C([Li])CCC.[CH3:6][C:7]([CH3:10])([O-:9])[CH3:8].[K+:11].C(C1C=CC=CC=1)C.[CH3:20][N:21]([CH3:27])[CH2:22][CH2:23][N:24]([CH3:26])[CH3:25]. (3) Given the product [NH2:1][C:2]1[CH:6]=[C:5]([CH3:7])[N:4]([C:10]([O:12][C:13]([CH3:16])([CH3:15])[CH3:14])=[O:11])[N:3]=1.[NH2:1][C:2]1[N:3]([C:18]([O:20][C:21]([CH3:22])([CH3:23])[CH3:24])=[O:19])[N:4]=[C:5]([CH3:7])[CH:6]=1, predict the reactants needed to synthesize it. The reactants are: [NH2:1][C:2]1[CH:6]=[C:5]([CH3:7])[NH:4][N:3]=1.[H-].[Na+].[C:10](O[C:18]([O:20][C:21]([CH3:24])([CH3:23])[CH3:22])=[O:19])([O:12][C:13]([CH3:16])([CH3:15])[CH3:14])=[O:11].C(=O)([O-])O.[Na+]. (4) The reactants are: [F:1][C:2]1[C:3]([CH3:27])=[C:4]([C@:8]2([C:23](NO)=[O:24])[CH2:12][CH2:11][C:10]([C:13]3[CH:18]=[CH:17][N:16]=[C:15]([C:19]([F:22])([F:21])[F:20])[CH:14]=3)=[CH:9]2)[CH:5]=[CH:6][CH:7]=1.FC(F)(F)C1C=C(B(O)O)C=CN=1.[CH3:41][O:42]CCOC. Given the product [F:1][C:2]1[C:3]([CH3:27])=[C:4]([C@:8]2([C:23]([O:42][CH3:41])=[O:24])[CH2:12][CH2:11][C:10]([C:13]3[CH:18]=[CH:17][N:16]=[C:15]([C:19]([F:20])([F:21])[F:22])[CH:14]=3)=[CH:9]2)[CH:5]=[CH:6][CH:7]=1, predict the reactants needed to synthesize it. (5) Given the product [Cl:24][C:25]1[C:33]2[C:28](=[CH:29][C:30]([N+:36]([O-:38])=[O:37])=[C:31]([CH2:34][NH:23][C@@H:21]([C:15]3[CH:20]=[CH:19][CH:18]=[CH:17][CH:16]=3)[CH3:22])[CH:32]=2)[N:27]([C:39]([C:52]2[CH:57]=[CH:56][CH:55]=[CH:54][CH:53]=2)([C:46]2[CH:51]=[CH:50][CH:49]=[CH:48][CH:47]=2)[C:40]2[CH:45]=[CH:44][CH:43]=[CH:42][CH:41]=2)[N:26]=1, predict the reactants needed to synthesize it. The reactants are: C(O[BH-](OC(=O)C)OC(=O)C)(=O)C.[Na+].[C:15]1([C@H:21]([NH2:23])[CH3:22])[CH:20]=[CH:19][CH:18]=[CH:17][CH:16]=1.[Cl:24][C:25]1[C:33]2[C:28](=[CH:29][C:30]([N+:36]([O-:38])=[O:37])=[C:31]([CH:34]=O)[CH:32]=2)[N:27]([C:39]([C:52]2[CH:57]=[CH:56][CH:55]=[CH:54][CH:53]=2)([C:46]2[CH:51]=[CH:50][CH:49]=[CH:48][CH:47]=2)[C:40]2[CH:45]=[CH:44][CH:43]=[CH:42][CH:41]=2)[N:26]=1. (6) Given the product [Cl:12][C:13]1[CH:14]=[CH:15][C:16]2[C:22]3[N:32]=[C:31]([NH:30][C:34]4[CH:42]=[CH:41][C:37]([C:38]([OH:40])=[O:39])=[CH:36][CH:35]=4)[N:33]=[CH:24][C:21]=3[CH2:20][C:19](=[O:28])[NH:18][C:17]=2[CH:29]=1, predict the reactants needed to synthesize it. The reactants are: C([O-])(O)=O.[Na+].C([O-])([O-])=O.[K+].[K+].[Cl:12][C:13]1[CH:14]=[CH:15][C:16]2[C:22](=O)[C:21](=[CH:24]N(C)C)[CH2:20][C:19](=[O:28])[NH:18][C:17]=2[CH:29]=1.[NH:30]([C:34]1[CH:42]=[CH:41][C:37]([C:38]([OH:40])=[O:39])=[CH:36][CH:35]=1)[C:31]([NH2:33])=[NH:32].